From a dataset of Peptide-MHC class I binding affinity with 185,985 pairs from IEDB/IMGT. Regression. Given a peptide amino acid sequence and an MHC pseudo amino acid sequence, predict their binding affinity value. This is MHC class I binding data. The peptide sequence is LSSKNNEHY. The MHC is HLA-B15:09 with pseudo-sequence HLA-B15:09. The binding affinity (normalized) is 0.0847.